Dataset: Reaction yield outcomes from USPTO patents with 853,638 reactions. Task: Predict the reaction yield, written as a fraction of the theoretical maximum amount of product (1.0 means a 100% yield; for example, 0.34 means a 34% yield). (1) The reactants are COC[O:4][CH2:5][CH2:6][CH2:7][C:8]1[C:9]([CH:13]([CH3:15])[CH3:14])=[N:10][NH:11][CH:12]=1.CS[C:18]1[N:23]=[CH:22][C:21]([C:24]([F:27])([F:26])[F:25])=[CH:20][N:19]=1.[H-].[Na+].[H][H]. The catalyst is O.CN(C)C=O. The product is [CH3:14][CH:13]([C:9]1[C:8]([CH2:7][CH2:6][CH2:5][OH:4])=[CH:12][N:11]([C:18]2[N:23]=[CH:22][C:21]([C:24]([F:27])([F:26])[F:25])=[CH:20][N:19]=2)[N:10]=1)[CH3:15]. The yield is 0.110. (2) The reactants are Cl[CH2:2][C:3](=O)[CH2:4][C:5]([O:7][CH2:8][CH3:9])=[O:6].[CH:11]1([C:14]([NH2:16])=[O:15])[CH2:13][CH2:12]1. The catalyst is C1(C)C=CC=CC=1.O1CCOCC1. The product is [CH:11]1([C:14]2[O:15][CH:2]=[C:3]([CH2:4][C:5]([O:7][CH2:8][CH3:9])=[O:6])[N:16]=2)[CH2:13][CH2:12]1. The yield is 0.500. (3) The reactants are Cl.[S:2]1[C:6]([CH2:7][O:8][C:9](=[O:20])OC2C=CC([N+]([O-])=O)=CC=2)=[CH:5][N:4]=[CH:3]1.C([O-])(O)=O.[Na+].[CH3:26][O:27][C:28](=[O:38])[C@@H:29]([NH2:37])[CH2:30][C:31]1[CH:36]=[CH:35][CH:34]=[CH:33][CH:32]=1.CCN(CC)CC. The catalyst is CCOC(C)=O.O.CN(C1C=CN=CC=1)C. The product is [S:2]1[C:6]([CH2:7][O:8][C:9]([NH:37][C@H:29]([C:28]([O:27][CH3:26])=[O:38])[CH2:30][C:31]2[CH:36]=[CH:35][CH:34]=[CH:33][CH:32]=2)=[O:20])=[CH:5][N:4]=[CH:3]1. The yield is 0.540. (4) The yield is 0.900. The catalyst is C(#N)C.CCOC(C)=O. The product is [F:12][C:9]1[CH:10]=[CH:11][C:6]([CH:2]([NH:17][C:16]2[CH:18]=[CH:19][CH:20]=[C:14]([F:13])[CH:15]=2)[C:3]([OH:5])=[O:4])=[CH:7][CH:8]=1. The reactants are Br[CH:2]([C:6]1[CH:11]=[CH:10][C:9]([F:12])=[CH:8][CH:7]=1)[C:3]([OH:5])=[O:4].[F:13][C:14]1[CH:15]=[C:16]([CH:18]=[CH:19][CH:20]=1)[NH2:17]. (5) The product is [C:16]([O:20][C:21]([N:23]1[CH2:24][CH:25]2[CH:29]([CH2:28][N:27]([C:4](=[O:6])[C:3]3[C:7]([N:11]4[N:15]=[CH:14][CH:13]=[N:12]4)=[CH:8][CH:9]=[CH:10][C:2]=3[F:1])[CH2:26]2)[CH2:30]1)=[O:22])([CH3:19])([CH3:17])[CH3:18]. The reactants are [F:1][C:2]1[CH:10]=[CH:9][CH:8]=[C:7]([N:11]2[N:15]=[CH:14][CH:13]=[N:12]2)[C:3]=1[C:4]([OH:6])=O.[C:16]([O:20][C:21]([N:23]1[CH2:30][CH:29]2[CH:25]([CH2:26][NH:27][CH2:28]2)[CH2:24]1)=[O:22])([CH3:19])([CH3:18])[CH3:17].CN(C(ON1N=NC2C=CC=NC1=2)=[N+](C)C)C.F[P-](F)(F)(F)(F)F.CCN(C(C)C)C(C)C. The catalyst is CN(C=O)C.CCOC(C)=O. The yield is 0.195. (6) The reactants are [CH2:1]([NH:3][CH2:4][CH3:5])[CH3:2].[CH3:6][O:7][C:8]1[CH:16]=[CH:15][CH:14]=[CH:13][C:9]=1[C:10](Cl)=[O:11]. The catalyst is C1(C)C=CC=CC=1. The product is [CH3:6][O:7][C:8]1[CH:16]=[CH:15][CH:14]=[CH:13][C:9]=1[C:10]([N:3]([CH2:4][CH3:5])[CH2:1][CH3:2])=[O:11]. The yield is 0.940. (7) The reactants are C([O:3][C:4]([C@@H:6]1[CH2:8][C@H:7]1[C:9]1[CH:14]=[CH:13][CH:12]=[CH:11][CH:10]=1)=[O:5])C.[Li+].[OH-]. The catalyst is CCO. The product is [C:9]1([C@@H:7]2[CH2:8][C@H:6]2[C:4]([OH:5])=[O:3])[CH:14]=[CH:13][CH:12]=[CH:11][CH:10]=1. The yield is 0.900. (8) The reactants are Br[CH2:2][C:3]#[N:4].C(N(C(C)C)C(C)C)C.[C:14]([S:18][S:19][CH2:20][C@H:21]([NH:25][C:26](=[O:31])[CH2:27][CH2:28][CH:29]=[CH2:30])[C:22]([OH:24])=[O:23])([CH3:17])([CH3:16])[CH3:15].C(O)(=O)CCC=C.[Cl-].[NH4+]. The catalyst is CN(C)C=O. The product is [C:14]([S:18][S:19][CH2:20][C@H:21]([NH:25][C:26](=[O:31])[CH2:27][CH2:28][CH:29]=[CH2:30])[C:22]([O:24][CH2:2][C:3]#[N:4])=[O:23])([CH3:17])([CH3:16])[CH3:15]. The yield is 0.620.